From a dataset of Peptide-MHC class I binding affinity with 185,985 pairs from IEDB/IMGT. Regression. Given a peptide amino acid sequence and an MHC pseudo amino acid sequence, predict their binding affinity value. This is MHC class I binding data. The peptide sequence is DLENRCQSL. The MHC is HLA-A68:02 with pseudo-sequence HLA-A68:02. The binding affinity (normalized) is 0.